Predict the reactants needed to synthesize the given product. From a dataset of Full USPTO retrosynthesis dataset with 1.9M reactions from patents (1976-2016). (1) Given the product [NH2:1][C:4]1[CH:5]=[CH:6][C:7]([C:11]([F:12])([F:13])[F:14])=[C:8]([OH:10])[CH:9]=1, predict the reactants needed to synthesize it. The reactants are: [N+:1]([C:4]1[CH:5]=[CH:6][C:7]([C:11]([F:14])([F:13])[F:12])=[C:8]([OH:10])[CH:9]=1)([O-])=O.BrC1C=CC([N+]([O-])=O)=CC=1O. (2) The reactants are: C[O:2][C:3]1[N:8]=[C:7]([C@H:9]2[CH2:13][CH2:12][CH2:11][N:10]2[C:14]2[CH:19]=[CH:18][N:17]3[N:20]=[CH:21][C:22]([C:23]([O:25][CH2:26][CH3:27])=[O:24])=[C:16]3[N:15]=2)[CH:6]=[CH:5][CH:4]=1.C(O)(=O)C.Br. Given the product [O:2]=[C:3]1[NH:8][C:7]([C@H:9]2[CH2:13][CH2:12][CH2:11][N:10]2[C:14]2[CH:19]=[CH:18][N:17]3[N:20]=[CH:21][C:22]([C:23]([O:25][CH2:26][CH3:27])=[O:24])=[C:16]3[N:15]=2)=[CH:6][CH:5]=[CH:4]1, predict the reactants needed to synthesize it. (3) Given the product [N:11]1([CH2:10][CH2:9][N:1]2[CH2:6][CH2:5][C:4](=[O:7])[CH2:3][CH2:2]2)[CH2:16][CH2:15][CH2:14][CH2:13][CH2:12]1, predict the reactants needed to synthesize it. The reactants are: [NH:1]1[CH2:6][CH2:5][C:4](=[O:7])[CH2:3][CH2:2]1.Cl[CH2:9][CH2:10][N:11]1[CH2:16][CH2:15][CH2:14][CH2:13][CH2:12]1. (4) The reactants are: [C:1]([O:5][C:6]([N:8]1[CH2:13][C@@H:12]([C:14](=[O:37])[NH:15][CH2:16][C:17]2([CH2:31][CH2:32][CH2:33][CH2:34][O:35][CH3:36])[C:30]3[CH:29]=[CH:28][CH:27]=[CH:26][C:25]=3[O:24][C:23]3[C:18]2=[CH:19][CH:20]=[CH:21][CH:22]=3)[CH2:11][C@@H:10]([C:38]([OH:40])=O)[CH2:9]1)=[O:7])([CH3:4])([CH3:3])[CH3:2].[CH2:41]([NH:43][CH2:44][C:45]1[CH:50]=[CH:49][CH:48]=[CH:47][CH:46]=1)[CH3:42]. Given the product [C:1]([O:5][C:6]([N:8]1[CH2:13][C@@H:12]([C:14](=[O:37])[NH:15][CH2:16][C:17]2([CH2:31][CH2:32][CH2:33][CH2:34][O:35][CH3:36])[C:18]3[CH:19]=[CH:20][CH:21]=[CH:22][C:23]=3[O:24][C:29]3[C:30]2=[CH:25][CH:26]=[CH:27][CH:28]=3)[CH2:11][C@@H:10]([C:38](=[O:40])[N:43]([CH2:44][C:45]2[CH:50]=[CH:49][CH:48]=[CH:47][CH:46]=2)[CH2:41][CH3:42])[CH2:9]1)=[O:7])([CH3:3])([CH3:4])[CH3:2], predict the reactants needed to synthesize it. (5) Given the product [Cl:1][C:2]1[N:7]=[C:6]([N:32]2[CH2:33][CH2:34][CH:29]([N:24]3[CH2:28][CH2:27][CH2:26][CH2:25]3)[CH2:30][CH2:31]2)[N:5]=[C:4]2[N:11]([C:16]3[C:21]([F:22])=[CH:20][CH:19]=[CH:18][C:17]=3[F:23])[C:12](=[O:15])[NH:13][CH2:14][C:3]=12, predict the reactants needed to synthesize it. The reactants are: [Cl:1][C:2]1[N:7]=[C:6](S(C)=O)[N:5]=[C:4]2[N:11]([C:16]3[C:21]([F:22])=[CH:20][CH:19]=[CH:18][C:17]=3[F:23])[C:12](=[O:15])[NH:13][CH2:14][C:3]=12.[N:24]1([CH:29]2[CH2:34][CH2:33][NH:32][CH2:31][CH2:30]2)[CH2:28][CH2:27][CH2:26][CH2:25]1.C(N(CC)C(C)C)(C)C. (6) The reactants are: CCCCCC.[Li]CCCC.Br[C:13]1[S:17][C:16]([C:18]2[S:19][C:20](Br)=[CH:21][CH:22]=2)=[CH:15][CH:14]=1.[CH3:24][Sn:25](Cl)([CH3:27])[CH3:26]. Given the product [CH3:24][Sn:25]([CH3:27])([CH3:26])[C:13]1[S:17][C:16]([C:18]2[S:19][C:20]([Sn:25]([CH3:27])([CH3:26])[CH3:24])=[CH:21][CH:22]=2)=[CH:15][CH:14]=1, predict the reactants needed to synthesize it.